Dataset: Full USPTO retrosynthesis dataset with 1.9M reactions from patents (1976-2016). Task: Predict the reactants needed to synthesize the given product. (1) Given the product [Br:1][C:2]1[CH:3]=[C:4]2[C:9](=[C:10]([F:12])[CH:11]=1)[N:8]1[C:14]([CH3:15])=[N:17][N:18]=[C:7]1[CH2:6][CH2:5]2, predict the reactants needed to synthesize it. The reactants are: [Br:1][C:2]1[CH:3]=[C:4]2[C:9](=[C:10]([F:12])[CH:11]=1)[NH:8][C:7](=S)[CH2:6][CH2:5]2.[C:14]([NH:17][NH2:18])(=O)[CH3:15]. (2) Given the product [NH2:18][C:16]1[N:17]=[CH:7][C:4]([C:3]([O:2][CH3:1])=[O:11])=[CH:5][N:15]=1, predict the reactants needed to synthesize it. The reactants are: [CH3:1][O:2][CH:3]([O:11]C)/[C:4](/[C:7](OC)=O)=[CH:5]/[O-].[Na+].Cl.[NH2:15][C:16]([NH2:18])=[NH:17].O. (3) Given the product [CH2:11]([N:7]1[C:8]2[C:4](=[CH:3][C:2]([NH:1][C:32]3[C:33]4[S:34][C:35]5[CH:41]=[CH:40][CH:39]=[CH:38][C:36]=5[C:37]=4[CH:29]=[CH:30][CH:31]=3)=[CH:10][CH:9]=2)[C:5]([C:23]2[CH:28]=[CH:27][CH:26]=[CH:25][CH:24]=2)=[C:6]1[C:18]([OH:20])=[O:19])[C:12]1[CH:17]=[CH:16][CH:15]=[CH:14][CH:13]=1, predict the reactants needed to synthesize it. The reactants are: [NH2:1][C:2]1[CH:3]=[C:4]2[C:8](=[CH:9][CH:10]=1)[N:7]([CH2:11][C:12]1[CH:17]=[CH:16][CH:15]=[CH:14][CH:13]=1)[C:6]([C:18]([O:20]CC)=[O:19])=[C:5]2[C:23]1[CH:28]=[CH:27][CH:26]=[CH:25][CH:24]=1.[CH:29]1[C:37]2[C:36]3[CH:38]=[CH:39][CH:40]=[CH:41][C:35]=3[S:34][C:33]=2[C:32](B(O)O)=[CH:31][CH:30]=1. (4) Given the product [C:1]([C:3]([C:6]1[CH:7]=[C:8]([CH:13]=[CH:14][C:15]=1[O:16][CH3:17])[C:9]([OH:11])=[O:10])([CH3:5])[CH3:4])#[N:2], predict the reactants needed to synthesize it. The reactants are: [C:1]([C:3]([C:6]1[CH:7]=[C:8]([CH:13]=[CH:14][C:15]=1[O:16][CH3:17])[C:9]([O:11]C)=[O:10])([CH3:5])[CH3:4])#[N:2].O[Li].O. (5) Given the product [CH2:7]([OH:25])[CH2:8][CH2:9][CH2:10][CH2:11][CH2:12][CH2:13][CH2:14][CH:15]=[CH:16][CH:17]=[CH:18][CH2:19][CH2:20][CH2:21][CH2:22][CH2:23][CH3:24], predict the reactants needed to synthesize it. The reactants are: [H-].[Al+3].[Li+].[H-].[H-].[H-].[C:7](OC)(=[O:25])[CH2:8][CH2:9][CH2:10][CH2:11][CH2:12][CH2:13][CH2:14]/[CH:15]=[CH:16]\[CH:17]=[CH:18]\[CH2:19][CH2:20][CH2:21][CH2:22][CH2:23][CH3:24].